From a dataset of NCI-60 drug combinations with 297,098 pairs across 59 cell lines. Regression. Given two drug SMILES strings and cell line genomic features, predict the synergy score measuring deviation from expected non-interaction effect. Drug 1: CC1=C(C=C(C=C1)C(=O)NC2=CC(=CC(=C2)C(F)(F)F)N3C=C(N=C3)C)NC4=NC=CC(=N4)C5=CN=CC=C5. Drug 2: CC1CCC2CC(C(=CC=CC=CC(CC(C(=O)C(C(C(=CC(C(=O)CC(OC(=O)C3CCCCN3C(=O)C(=O)C1(O2)O)C(C)CC4CCC(C(C4)OC)O)C)C)O)OC)C)C)C)OC. Cell line: SF-539. Synergy scores: CSS=2.04, Synergy_ZIP=-2.32, Synergy_Bliss=-2.64, Synergy_Loewe=-4.71, Synergy_HSA=-3.42.